This data is from Full USPTO retrosynthesis dataset with 1.9M reactions from patents (1976-2016). The task is: Predict the reactants needed to synthesize the given product. (1) The reactants are: [H-].[Na+].[NH:3]([C:12]([O:14][C:15]([CH3:18])([CH3:17])[CH3:16])=[O:13])[NH:4][C:5]([O:7][C:8]([CH3:11])([CH3:10])[CH3:9])=[O:6].Br[CH2:20][C:21]1[CH:30]=[CH:29][C:24]([C:25]([O:27][CH3:28])=[O:26])=[CH:23][CH:22]=1. Given the product [CH3:16][C:15]([O:14][C:12]([N:3]([CH2:20][C:21]1[CH:30]=[CH:29][C:24]([C:25]([O:27][CH3:28])=[O:26])=[CH:23][CH:22]=1)[NH:4][C:5]([O:7][C:8]([CH3:9])([CH3:10])[CH3:11])=[O:6])=[O:13])([CH3:18])[CH3:17], predict the reactants needed to synthesize it. (2) Given the product [N:31]1[S:32][N:33]=[C:34]2[CH:39]=[C:38]([NH:40][C:20]3[N:21]=[CH:22][C:17]4[CH:16]=[C:15]([C:9]5[C:8]([Cl:7])=[CH:13][CH:12]=[CH:11][C:10]=5[Cl:14])[C:28](=[O:29])[N:27]([CH3:30])[C:18]=4[N:19]=3)[CH:37]=[CH:36][C:35]=12, predict the reactants needed to synthesize it. The reactants are: CC(C)([O-])C.[K+].[Cl:7][C:8]1[CH:13]=[CH:12][CH:11]=[C:10]([Cl:14])[C:9]=1[C:15]1[C:28](=[O:29])[N:27]([CH3:30])[C:18]2[N:19]=[C:20](S(C)(=O)=O)[N:21]=[CH:22][C:17]=2[CH:16]=1.[N:31]1[S:32][N:33]=[C:34]2[CH:39]=[C:38]([NH2:40])[CH:37]=[CH:36][C:35]=12. (3) Given the product [NH2:25][C:5]1[CH:4]=[CH:3][C:2]([F:1])=[CH:24][C:6]=1[NH:7][C:8]1[S:12][C:11]2[CH:13]=[C:14]([O:17][CH3:18])[CH:15]=[CH:16][C:10]=2[C:9]=1[C:19]([O:21][CH2:22][CH3:23])=[O:20], predict the reactants needed to synthesize it. The reactants are: [F:1][C:2]1[CH:3]=[CH:4][C:5]([N+:25]([O-])=O)=[C:6]([CH:24]=1)[NH:7][C:8]1[S:12][C:11]2[CH:13]=[C:14]([O:17][CH3:18])[CH:15]=[CH:16][C:10]=2[C:9]=1[C:19]([O:21][CH2:22][CH3:23])=[O:20].[H][H]. (4) The reactants are: [CH3:1][O:2][C:3](=[O:21])[CH2:4][CH:5]1[CH2:14][C:13]2[C:8](=[CH:9][C:10]([CH:15]=[CH:16][CH2:17][CH2:18][NH2:19])=[CH:11][CH:12]=2)[NH:7][C:6]1=[O:20].[H][H]. Given the product [CH3:1][O:2][C:3](=[O:21])[CH2:4][CH:5]1[CH2:14][C:13]2[C:8](=[CH:9][C:10]([CH2:15][CH2:16][CH2:17][CH2:18][NH2:19])=[CH:11][CH:12]=2)[NH:7][C:6]1=[O:20], predict the reactants needed to synthesize it. (5) Given the product [CH3:11][O:10][C:8]1[CH:7]=[CH:6][C:5]([NH:12][C:13]2[N:17]([C:18]3[CH:23]=[CH:22][CH:21]=[CH:20][C:19]=3[CH3:24])[N:16]=[C:15]([CH3:25])[C:14]=2[C:26]2[CH:27]=[CH:28][C:29]3[N:30]([N:32]=[CH:33][N:34]=3)[CH:31]=2)=[C:4]([CH:9]=1)[C:3]([OH:35])=[O:2], predict the reactants needed to synthesize it. The reactants are: C[O:2][C:3](=[O:35])[C:4]1[CH:9]=[C:8]([O:10][CH3:11])[CH:7]=[CH:6][C:5]=1[NH:12][C:13]1[N:17]([C:18]2[CH:23]=[CH:22][CH:21]=[CH:20][C:19]=2[CH3:24])[N:16]=[C:15]([CH3:25])[C:14]=1[C:26]1[CH:27]=[CH:28][C:29]2[N:30]([N:32]=[CH:33][N:34]=2)[CH:31]=1.[OH-].[Na+].Cl. (6) Given the product [CH3:26][C:5]([O:14][C:15]1[CH:20]=[CH:19][C:18]([O:21][C:22]([F:23])([F:25])[F:24])=[CH:17][CH:16]=1)([CH2:6][C:7]1[CH:12]=[CH:11][C:10]([O:13][CH2:40][CH2:39][C:37]2[N:38]=[C:34]([C:28]3[CH:33]=[CH:32][CH:31]=[CH:30][CH:29]=3)[O:35][C:36]=2[CH3:52])=[CH:9][CH:8]=1)[C:4]([OH:3])=[O:27], predict the reactants needed to synthesize it. The reactants are: C([O:3][C:4](=[O:27])[C:5]([CH3:26])([O:14][C:15]1[CH:20]=[CH:19][C:18]([O:21][C:22]([F:25])([F:24])[F:23])=[CH:17][CH:16]=1)[CH2:6][C:7]1[CH:12]=[CH:11][C:10]([OH:13])=[CH:9][CH:8]=1)C.[CH:28]1([C:34]2[O:35][C:36]([CH3:52])=[C:37]([CH2:39][CH2:40]OS(C3C=CC(C)=CC=3)(=O)=O)[N:38]=2)[CH2:33][CH2:32][CH2:31][CH2:30][CH2:29]1. (7) Given the product [Br:13][C:10]1[CH:11]=[CH:12][C:7]2[CH2:16][CH2:15][O:14][C:8]=2[CH:9]=1, predict the reactants needed to synthesize it. The reactants are: [Li]CCCC.Br[C:7]1[CH:12]=[CH:11][C:10]([Br:13])=[CH:9][C:8]=1[O:14][CH2:15][CH2:16]Br.O.